This data is from Reaction yield outcomes from USPTO patents with 853,638 reactions. The task is: Predict the reaction yield, written as a fraction of the theoretical maximum amount of product (1.0 means a 100% yield; for example, 0.34 means a 34% yield). (1) The reactants are [CH:1]([N:4]([CH:30]([CH3:32])[CH3:31])[C:5](=O)[CH2:6][CH:7]([C:14]1[CH:19]=[C:18]([Br:20])[CH:17]=[CH:16][C:15]=1[O:21][CH2:22][C:23]1[CH:28]=[CH:27][CH:26]=[CH:25][CH:24]=1)[C:8]1[CH:13]=[CH:12][CH:11]=[CH:10][CH:9]=1)([CH3:3])[CH3:2].[H-].[Al+3].[Li+].[H-].[H-].[H-].O1CCCC1. The catalyst is O1CCCC1. The product is [CH2:22]([O:21][C:15]1[CH:16]=[CH:17][C:18]([Br:20])=[CH:19][C:14]=1[CH:7]([C:8]1[CH:9]=[CH:10][CH:11]=[CH:12][CH:13]=1)[CH2:6][CH2:5][N:4]([CH:1]([CH3:2])[CH3:3])[CH:30]([CH3:32])[CH3:31])[C:23]1[CH:24]=[CH:25][CH:26]=[CH:27][CH:28]=1. The yield is 0.767. (2) The reactants are [CH:1]1([C@H:4]2[C@H:13]([CH3:14])[C@@H:12]([NH:15][C:16](=[O:25])[O:17][CH2:18][C:19]3[CH:24]=[CH:23][CH:22]=[CH:21][CH:20]=3)[C:11]3[C:6](=[CH:7][CH:8]=[C:9]([O:26][CH:27]4[CH2:32][CH2:31][O:30][CH2:29][CH2:28]4)[CH:10]=3)[NH:5]2)[CH2:3][CH2:2]1.CCN(C(C)C)C(C)C.[C:42](Cl)(=[O:44])[CH3:43]. The catalyst is ClCCl. The product is [C:42]([N:5]1[C:6]2[C:11](=[CH:10][C:9]([O:26][CH:27]3[CH2:28][CH2:29][O:30][CH2:31][CH2:32]3)=[CH:8][CH:7]=2)[C@H:12]([NH:15][C:16](=[O:25])[O:17][CH2:18][C:19]2[CH:20]=[CH:21][CH:22]=[CH:23][CH:24]=2)[C@@H:13]([CH3:14])[C@@H:4]1[CH:1]1[CH2:3][CH2:2]1)(=[O:44])[CH3:43]. The yield is 0.680. (3) The reactants are [NH2:1][C:2]1[C:3](=[O:13])[C:4]2[C:9]([C:10](=[O:12])[CH:11]=1)=[CH:8][CH:7]=[CH:6][CH:5]=2.[H-].[Na+].[C:16](Cl)(=[O:20])[CH:17]([CH3:19])[CH3:18]. The catalyst is O1CCCC1. The product is [O:13]=[C:3]1[C:4]2[C:9](=[CH:8][CH:7]=[CH:6][CH:5]=2)[C:10](=[O:12])[CH:11]=[C:2]1[NH:1][C:16](=[O:20])[C:17]1[CH:19]=[CH:5][C:4]([CH3:9])=[CH:3][CH:18]=1. The yield is 0.210. (4) The reactants are [Cl:1][CH2:2][CH2:3][CH2:4][CH2:5][OH:6].N1C=CN=C1.[CH3:12][C:13]([Si:16](Cl)([CH3:18])[CH3:17])([CH3:15])[CH3:14]. The catalyst is C(Cl)Cl. The product is [C:13]([Si:16]([O:6][CH2:5][CH2:4][CH2:3][CH2:2][Cl:1])([CH3:18])[CH3:17])([CH3:15])([CH3:14])[CH3:12]. The yield is 0.500.